Dataset: Catalyst prediction with 721,799 reactions and 888 catalyst types from USPTO. Task: Predict which catalyst facilitates the given reaction. (1) Reactant: [F:1][C:2]1[CH:7]=[CH:6][CH:5]=[CH:4][C:3]=1[C:8]1[NH:16][C:11]2[CH:12]=[N:13][CH:14]=[CH:15][C:10]=2[N:9]=1.[OH-].[Na+].Cl[CH2:20][C:21]1[O:25][N:24]=[C:23]([C:26]2[CH:31]=[CH:30][C:29]([Cl:32])=[CH:28][CH:27]=2)[CH:22]=1. Product: [Cl:32][C:29]1[CH:28]=[CH:27][C:26]([C:23]2[CH:22]=[C:21]([CH2:20][N:13]3[CH:14]=[CH:15][C:10]4=[N:9][C:8]([C:3]5[CH:4]=[CH:5][CH:6]=[CH:7][C:2]=5[F:1])=[N:16][C:11]4=[CH:12]3)[O:25][N:24]=2)=[CH:31][CH:30]=1. The catalyst class is: 3. (2) Reactant: S(O)(O)(=O)=O.[NH2:6][C:7]1[NH:8][CH:9]=[CH:10][N:11]=1.[NH2:6][C:7]1[NH:8][CH:9]=[CH:10][N:11]=1.C[O-].[Na+].C(O[CH:24](OCC)[CH2:25][C:26]#[N:27])C. Product: [N:8]1[CH:9]=[CH:10][N:11]2[CH:24]=[CH:25][C:26]([NH2:27])=[N:6][C:7]=12. The catalyst class is: 8. (3) Reactant: [K+].C(OC([NH:9][C:10]([CH3:20])(/[CH:14]=[CH:15]\[CH2:16][CH2:17][C:18]#[N:19])[C:11]([O-:13])=[O:12])=O)(C)(C)C.[ClH:21]. Product: [ClH:21].[NH2:9][C:10]([CH3:20])(/[CH:14]=[CH:15]\[CH2:16][CH2:17][C:18]#[N:19])[C:11]([OH:13])=[O:12]. The catalyst class is: 6. (4) Reactant: C([O:3][C:4](=O)[CH2:5][C:6]([CH:8]1[CH2:12][CH2:11][CH2:10][CH2:9]1)=O)C.Cl.[NH2:15][C:16]([NH2:18])=[NH:17].CC(C)([O-])C.[K+]. Product: [NH2:17][C:16]1[NH:18][C:4](=[O:3])[CH:5]=[C:6]([CH:8]2[CH2:12][CH2:11][CH2:10][CH2:9]2)[N:15]=1. The catalyst class is: 5. (5) Reactant: [F:1][C:2]1[C:10]([F:11])=[CH:9][C:8]([I:12])=[CH:7][C:3]=1[C:4]([OH:6])=O.C(N1[CH:24]=[CH:23]N=C1)(N1C=CN=C1)=O.C(O[Si](C)(C)CCC)(=O)[CH2:26][C:27]([O-:29])=[O:28].C1CCN2C(=NCCC2)CC1.[N-]1C=CN=C1.Cl. Product: [F:1][C:2]1[C:10]([F:11])=[CH:9][C:8]([I:12])=[CH:7][C:3]=1[C:4](=[O:6])[CH2:26][C:27]([O:29][CH2:23][CH3:24])=[O:28]. The catalyst class is: 7. (6) Product: [Br-:36].[CH2:24]([P+:7]([C:1]1[CH:2]=[CH:3][CH:4]=[CH:5][CH:6]=1)([C:8]1[CH:13]=[CH:12][CH:11]=[CH:10][CH:9]=1)[C:14]1[CH:15]=[CH:16][CH:17]=[CH:18][CH:19]=1)[CH:23]=[C:21]([CH2:25][CH2:26][CH:27]=[C:28]([CH2:30][CH2:31][CH:32]=[C:33]([CH3:34])[CH3:35])[CH3:29])[CH3:22]. The catalyst class is: 2. Reactant: [C:1]1([P:7]([C:14]2[CH:19]=[CH:18][CH:17]=[CH:16][CH:15]=2)[C:8]2[CH:13]=[CH:12][CH:11]=[CH:10][CH:9]=2)[CH:6]=[CH:5][CH:4]=[CH:3][CH:2]=1.O[C:21]([CH2:25][CH2:26][CH:27]=[C:28]([CH2:30][CH2:31][CH:32]=[C:33]([CH3:35])[CH3:34])[CH3:29])([CH:23]=[CH2:24])[CH3:22].[BrH:36].[OH-].[Na+]. (7) Product: [C:1]([O:5][C:6](=[O:22])[NH:7][CH2:8][CH2:9][CH2:10][O:11][C:12]1[CH:17]=[CH:16][C:15]([Cl:18])=[CH:14][C:13]=1[NH2:19])([CH3:4])([CH3:2])[CH3:3]. Reactant: [C:1]([O:5][C:6](=[O:22])[NH:7][CH2:8][CH2:9][CH2:10][O:11][C:12]1[CH:17]=[CH:16][C:15]([Cl:18])=[CH:14][C:13]=1[N+:19]([O-])=O)([CH3:4])([CH3:3])[CH3:2]. The catalyst class is: 810. (8) Reactant: C[N:2]1[CH2:8][CH2:7][CH:6]([OH:9])[C:5]2[CH:10]=[CH:11][C:12]([C:14]3[N:15]=[N:16][CH:17]=[CH:18][CH:19]=3)=[CH:13][C:4]=2[CH2:3]1.[CH:20]1[C:29]2[C:24](=[CH:25][CH:26]=[CH:27][CH:28]=2)[CH:23]=[CH:22][C:21]=1O. Product: [CH:28]1[C:29]2[C:24](=[CH:23][CH:22]=[CH:21][CH:20]=2)[CH:25]=[CH:26][C:27]=1[O:9][CH:6]1[CH2:7][CH2:8][NH:2][CH2:3][C:4]2[CH:13]=[C:12]([C:14]3[N:15]=[N:16][CH:17]=[CH:18][CH:19]=3)[CH:11]=[CH:10][C:5]1=2. The catalyst class is: 266. (9) Product: [C:11]([O:15][C:16]([N:18]1[CH2:23][CH2:22][CH:21]([CH:24]=[O:25])[CH2:20][CH2:19]1)=[O:17])([CH3:14])([CH3:13])[CH3:12]. Reactant: CS(C)=O.C(Cl)(=O)C(Cl)=O.[C:11]([O:15][C:16]([N:18]1[CH2:23][CH2:22][CH:21]([CH2:24][OH:25])[CH2:20][CH2:19]1)=[O:17])([CH3:14])([CH3:13])[CH3:12].CCN(CC)CC. The catalyst class is: 34.